From a dataset of Full USPTO retrosynthesis dataset with 1.9M reactions from patents (1976-2016). Predict the reactants needed to synthesize the given product. (1) Given the product [F:32][C:10]1[CH:9]=[C:8]([N:7]2[CH2:5][CH2:4][CH2:3][CH2:2]2)[CH:13]=[CH:12][C:11]=1[N:14]1[CH2:31][CH2:30][CH2:29][C@@:16]2([C:20](=[O:21])[N:19]([C@H:22]3[CH2:23][CH2:24][C@H:25]([OH:28])[CH2:26][CH2:27]3)[CH2:18][CH2:17]2)[CH2:15]1, predict the reactants needed to synthesize it. The reactants are: I[CH2:2][CH2:3][CH2:4][CH2:5]I.[NH2:7][C:8]1[CH:13]=[CH:12][C:11]([N:14]2[CH2:31][CH2:30][CH2:29][C@@:16]3([C:20](=[O:21])[N:19]([C@H:22]4[CH2:27][CH2:26][C@H:25]([OH:28])[CH2:24][CH2:23]4)[CH2:18][CH2:17]3)[CH2:15]2)=[C:10]([F:32])[CH:9]=1.O[C@H]1CC[C@H](N2CC[C@]3(CCCNC3)C2=O)CC1.[I-].[K+].C(O)(C(F)(F)F)=O. (2) Given the product [CH3:1][C:2]1[CH:7]=[CH:6][CH:5]=[C:4]([NH:8][S:9]([CH3:12])(=[O:11])=[O:10])[C:3]=1[C:13]1[C:14]2[CH:21]=[C:20]([CH2:22][O:23][C:24]3[CH:25]=[CH:26][C:27]([C@@H:30]([C:37]#[C:38][CH3:39])[CH2:31][C:32]([OH:34])=[O:33])=[CH:28][CH:29]=3)[CH:19]=[CH:18][C:15]=2[S:16][CH:17]=1, predict the reactants needed to synthesize it. The reactants are: [CH3:1][C:2]1[CH:7]=[CH:6][CH:5]=[C:4]([NH:8][S:9]([CH3:12])(=[O:11])=[O:10])[C:3]=1[C:13]1[C:14]2[CH:21]=[C:20]([CH2:22][O:23][C:24]3[CH:29]=[CH:28][C:27]([C@@H:30]([C:37]#[C:38][CH3:39])[CH2:31][C:32]([O:34]CC)=[O:33])=[CH:26][CH:25]=3)[CH:19]=[CH:18][C:15]=2[S:16][CH:17]=1.[Li+].[OH-].Cl.N. (3) Given the product [CH2:5]([N:12]1[C:17](=[O:18])[C:16]2=[C:19]([Cl:22])[CH:20]=[CH:21][N:15]2[N:14]=[C:13]1[CH:23]([Cl:3])[CH:25]1[CH2:27][CH2:26]1)[C:6]1[CH:11]=[CH:10][CH:9]=[CH:8][CH:7]=1, predict the reactants needed to synthesize it. The reactants are: S(Cl)([Cl:3])=O.[CH2:5]([N:12]1[C:17](=[O:18])[C:16]2=[C:19]([Cl:22])[CH:20]=[CH:21][N:15]2[N:14]=[C:13]1[CH:23]([CH:25]1[CH2:27][CH2:26]1)O)[C:6]1[CH:11]=[CH:10][CH:9]=[CH:8][CH:7]=1.N1C=CC=CC=1. (4) The reactants are: Br[C:2]1[N:3]=[C:4]([C@H:12]2[CH2:17][CH2:16][C@H:15]([N:18]3[CH2:23][CH2:22][N:21]([CH3:24])[CH2:20][CH2:19]3)[CH2:14][CH2:13]2)[N:5]2[CH:10]=[CH:9][N:8]=[C:7]([CH3:11])[C:6]=12.[CH3:25][O:26][C:27]1[CH:35]=[CH:34][CH:33]=[C:32]2[C:28]=1[CH:29]=[C:30]([C:37]([NH:39][C:40]1[CH:45]=[CH:44][C:43](B3OC(C)(C)C(C)(C)O3)=[CH:42][C:41]=1[O:55][CH3:56])=[O:38])[N:31]2[CH3:36].C(=O)([O-])[O-].[K+].[K+].ClCCl. Given the product [CH3:25][O:26][C:27]1[CH:35]=[CH:34][CH:33]=[C:32]2[C:28]=1[CH:29]=[C:30]([C:37]([NH:39][C:40]1[CH:45]=[CH:44][C:43]([C:2]3[N:3]=[C:4]([C@H:12]4[CH2:17][CH2:16][C@H:15]([N:18]5[CH2:23][CH2:22][N:21]([CH3:24])[CH2:20][CH2:19]5)[CH2:14][CH2:13]4)[N:5]4[CH:10]=[CH:9][N:8]=[C:7]([CH3:11])[C:6]=34)=[CH:42][C:41]=1[O:55][CH3:56])=[O:38])[N:31]2[CH3:36], predict the reactants needed to synthesize it. (5) Given the product [CH3:59][O:60][C:61](=[O:62])[NH:63][C@H:64]([C:65](=[O:66])[NH:1][CH2:2][CH2:3][CH2:4][CH2:5][C@H:6]([N:9]([S:10]([C:13]1[CH:14]=[CH:15][C:16]([C:19]#[N:20])=[CH:17][CH:18]=1)(=[O:12])=[O:11])[CH2:21][CH:22]([CH3:24])[CH3:23])[CH2:7][OH:8])[CH:68]([C:75]1[CH:80]=[CH:79][CH:78]=[CH:77][CH:76]=1)[C:69]1[CH:74]=[CH:73][CH:72]=[CH:71][CH:70]=1, predict the reactants needed to synthesize it. The reactants are: [NH2:1][CH2:2][CH2:3][CH2:4][CH2:5][C@H:6]([N:9]([CH2:21][CH:22]([CH3:24])[CH3:23])[S:10]([C:13]1[CH:18]=[CH:17][C:16]([C:19]#[N:20])=[CH:15][CH:14]=1)(=[O:12])=[O:11])[CH2:7][OH:8].F[P-](F)(F)(F)(F)F.N1(O[P+](N(C)C)(N(C)C)N(C)C)C2C=CC=CC=2N=N1.C(N(CC)CC)C.[CH3:59][O:60][C:61]([NH:63][C@@H:64]([CH:68]([C:75]1[CH:80]=[CH:79][CH:78]=[CH:77][CH:76]=1)[C:69]1[CH:74]=[CH:73][CH:72]=[CH:71][CH:70]=1)[C:65](O)=[O:66])=[O:62]. (6) The reactants are: [CH3:1][N:2]1[C:6]([CH:7]=O)=[N:5][C:4]([N:9]2[CH2:13][CH2:12][CH2:11][CH2:10]2)=[N:3]1.[Cl-].[CH3:15][C:16]1[C:17]([CH2:26][P+](C2C=CC=CC=2)(C2C=CC=CC=2)C2C=CC=CC=2)=[N:18][C:19]2[C:24]([N:25]=1)=[CH:23][CH:22]=[CH:21][CH:20]=2. Given the product [CH3:15][C:16]1[C:17]([CH:26]=[CH:7][C:6]2[N:2]([CH3:1])[N:3]=[C:4]([N:9]3[CH2:13][CH2:12][CH2:11][CH2:10]3)[N:5]=2)=[N:18][C:19]2[C:24](=[CH:23][CH:22]=[CH:21][CH:20]=2)[N:25]=1, predict the reactants needed to synthesize it.